Dataset: Forward reaction prediction with 1.9M reactions from USPTO patents (1976-2016). Task: Predict the product of the given reaction. (1) The product is: [C:1]([C:3]1[CH:4]=[C:5]([C:11]2[CH:16]=[CH:15][N:14]=[C:13]([NH:17][C:18]3[CH:19]=[C:20]([CH:24]=[C:25]([O:27][CH3:28])[CH:26]=3)[C:21]([NH:47][CH:42]3[CH2:46][CH2:45][CH2:44][CH2:43]3)=[O:22])[N:12]=2)[CH:6]=[CH:7][C:8]=1[O:9][CH3:10])#[N:2]. Given the reactants [C:1]([C:3]1[CH:4]=[C:5]([C:11]2[CH:16]=[CH:15][N:14]=[C:13]([NH:17][C:18]3[CH:19]=[C:20]([CH:24]=[C:25]([O:27][CH3:28])[CH:26]=3)[C:21](O)=[O:22])[N:12]=2)[CH:6]=[CH:7][C:8]=1[O:9][CH3:10])#[N:2].CCN(CC)CC.ClC(OCC)=O.[CH:42]1([NH2:47])[CH2:46][CH2:45][CH2:44][CH2:43]1, predict the reaction product. (2) Given the reactants [Li+].C[Si]([N-][Si](C)(C)C)(C)C.[C:11]1(C)C=CC=CC=1.[CH3:18][O:19][C:20](=[O:49])[C:21]1[CH:26]=[CH:25][C:24]([CH2:27][CH:28]([C:39]([O:41][CH2:42][C:43]2[CH:48]=[CH:47][CH:46]=[CH:45][CH:44]=2)=[O:40])[C:29]2[CH:34]=[CH:33][C:32]([C:35]([CH3:38])([CH3:37])[CH3:36])=[CH:31][CH:30]=2)=[CH:23][CH:22]=1.IC, predict the reaction product. The product is: [CH3:18][O:19][C:20](=[O:49])[C:21]1[CH:22]=[CH:23][C:24]([CH2:27][C:28]([C:39]([O:41][CH2:42][C:43]2[CH:44]=[CH:45][CH:46]=[CH:47][CH:48]=2)=[O:40])([C:29]2[CH:34]=[CH:33][C:32]([C:35]([CH3:38])([CH3:37])[CH3:36])=[CH:31][CH:30]=2)[CH3:11])=[CH:25][CH:26]=1. (3) The product is: [Cl:1][C:2]1[C:3]([F:29])=[C:4]([NH:8][C:9]2[C:18]3[C:13](=[CH:14][C:15]([O:27][CH3:28])=[C:16]([CH2:19][N:20]([CH2:30][CH3:31])[C:21]4([C:24]([OH:26])=[O:25])[CH2:23][CH2:22]4)[CH:17]=3)[N:12]=[CH:11][N:10]=2)[CH:5]=[CH:6][CH:7]=1. Given the reactants [Cl:1][C:2]1[C:3]([F:29])=[C:4]([NH:8][C:9]2[C:18]3[C:13](=[CH:14][C:15]([O:27][CH3:28])=[C:16]([CH2:19][NH:20][C:21]4([C:24]([OH:26])=[O:25])[CH2:23][CH2:22]4)[CH:17]=3)[N:12]=[CH:11][N:10]=2)[CH:5]=[CH:6][CH:7]=1.[CH:30](=O)[CH3:31], predict the reaction product. (4) Given the reactants [CH2:1]([OH:21])[CH2:2][CH2:3][CH2:4]/[CH:5]=[CH:6]\[CH2:7]/[CH:8]=[CH:9]\[CH2:10]/[CH:11]=[CH:12]\[CH2:13]/[CH:14]=[CH:15]\[CH2:16]/[CH:17]=[CH:18]\[CH2:19][CH3:20].[C:22]([O:26]Br)(=[O:25])[CH2:23][CH3:24].[OH-].[Na+].O.[C:31]1([CH3:37])[CH:36]=CC=C[CH:32]=1, predict the reaction product. The product is: [CH2:1]([O:21][CH:23]([CH3:24])[C:22]([O:26][C:31]([CH3:37])([CH3:36])[CH3:32])=[O:25])[CH2:2][CH2:3][CH2:4]/[CH:5]=[CH:6]\[CH2:7]/[CH:8]=[CH:9]\[CH2:10]/[CH:11]=[CH:12]\[CH2:13]/[CH:14]=[CH:15]\[CH2:16]/[CH:17]=[CH:18]\[CH2:19][CH3:20]. (5) Given the reactants C([O:3][C:4](=O)[N:5]([C:14]1[CH:19]=[C:18]([O:20][CH2:21][CH:22]2[CH2:27][CH2:26][O:25][CH2:24][CH2:23]2)[N:17]=[C:16]([NH2:28])[C:15]=1[NH2:29])[CH2:6][C:7]1[CH:8]=[N:9][C:10]([CH3:13])=[CH:11][CH:12]=1)C.C(OCC)C, predict the reaction product. The product is: [NH2:28][C:16]1[C:15]2[NH:29][C:4](=[O:3])[N:5]([CH2:6][C:7]3[CH:8]=[N:9][C:10]([CH3:13])=[CH:11][CH:12]=3)[C:14]=2[CH:19]=[C:18]([O:20][CH2:21][CH:22]2[CH2:23][CH2:24][O:25][CH2:26][CH2:27]2)[N:17]=1. (6) Given the reactants [CH3:1][O:2][C:3]1[CH:30]=[CH:29][C:6]([CH2:7][N:8]2[C:12]3=[N:13][CH:14]=[CH:15][C:16]([O:17][C:18]4[CH:23]=[CH:22][C:21]([N+:24]([O-])=O)=[CH:20][C:19]=4[F:27])=[C:11]3[C:10]([I:28])=[N:9]2)=[CH:5][CH:4]=1, predict the reaction product. The product is: [CH3:1][O:2][C:3]1[CH:4]=[CH:5][C:6]([CH2:7][N:8]2[C:12]3[NH:13][CH2:14][CH2:15][CH:16]([O:17][C:18]4[CH:23]=[CH:22][C:21]([NH2:24])=[CH:20][C:19]=4[F:27])[C:11]=3[C:10]([I:28])=[N:9]2)=[CH:29][CH:30]=1.